Dataset: Forward reaction prediction with 1.9M reactions from USPTO patents (1976-2016). Task: Predict the product of the given reaction. (1) Given the reactants [OH:1][C:2]1[CH:10]=[CH:9][C:5]([C:6]([OH:8])=[O:7])=[CH:4][C:3]=1[O:11][CH3:12].Cl.[CH3:14][CH2:15]O, predict the reaction product. The product is: [OH:1][C:2]1[CH:10]=[CH:9][C:5]([C:6]([O:8][CH2:14][CH3:15])=[O:7])=[CH:4][C:3]=1[O:11][CH3:12]. (2) Given the reactants [CH2:1]([C:8]1[CH:9]=[C:10]2[C:15](=[CH:16][C:17]=1[Cl:18])[N:14]=[C:13]([N:19]1[CH:23]=[C:22]([C:24]([O:26]CC)=[O:25])[CH:21]=[N:20]1)[NH:12][C:11]2=O)[C:2]1[CH:7]=[CH:6][CH:5]=[CH:4][CH:3]=1.[NH:30]1[CH2:34][CH2:33][CH2:32][CH2:31]1, predict the reaction product. The product is: [CH2:1]([C:8]1[CH:9]=[C:10]2[C:15](=[CH:16][C:17]=1[Cl:18])[N:14]=[C:13]([N:19]1[CH:23]=[C:22]([C:24]([OH:26])=[O:25])[CH:21]=[N:20]1)[N:12]=[C:11]2[N:30]1[CH2:34][CH2:33][CH2:32][CH2:31]1)[C:2]1[CH:3]=[CH:4][CH:5]=[CH:6][CH:7]=1. (3) Given the reactants [CH2:1]([O:3][C:4](=[O:28])[C:5]([C:24]([F:27])([F:26])[F:25])([O:19][Si](C)(C)C)[CH2:6][C:7]([C:10]1[CH:15]=[CH:14][C:13]([Cl:16])=[C:12]([O:17][CH3:18])[CH:11]=1)([CH3:9])[CH3:8])[CH3:2].O.O.O.[F-].C([N+](CCCC)(CCCC)CCCC)CCC.O, predict the reaction product. The product is: [CH2:1]([O:3][C:4](=[O:28])[C:5]([C:24]([F:25])([F:27])[F:26])([OH:19])[CH2:6][C:7]([C:10]1[CH:15]=[CH:14][C:13]([Cl:16])=[C:12]([O:17][CH3:18])[CH:11]=1)([CH3:9])[CH3:8])[CH3:2]. (4) Given the reactants [CH:1](O)([CH3:3])[CH3:2].[C:5]([O:11][CH2:12][N:13]1[C:22](=[O:23])[C:21]2[C:16](=[CH:17][C:18]([O:25][CH2:26][C:27]3[CH:32]=[CH:31][CH:30]=[CH:29][CH:28]=3)=[CH:19][C:20]=2[OH:24])[N:15]=[CH:14]1)(=[O:10])[C:6]([CH3:9])([CH3:8])[CH3:7].C1(P(C2C=CC=CC=2)C2C=CC=CC=2)C=CC=CC=1.CC(OC(/N=N/C(OC(C)(C)C)=O)=O)(C)C, predict the reaction product. The product is: [C:5]([O:11][CH2:12][N:13]1[C:22](=[O:23])[C:21]2[C:16](=[CH:17][C:18]([O:25][CH2:26][C:27]3[CH:32]=[CH:31][CH:30]=[CH:29][CH:28]=3)=[CH:19][C:20]=2[O:24][CH:1]([CH3:3])[CH3:2])[N:15]=[CH:14]1)(=[O:10])[C:6]([CH3:9])([CH3:8])[CH3:7].